Dataset: Catalyst prediction with 721,799 reactions and 888 catalyst types from USPTO. Task: Predict which catalyst facilitates the given reaction. (1) Reactant: IC1C=CC=CC=1[NH2:4].C(N(CC)CC)C.[F:16][C:17]([F:28])([F:27])[C:18]1[CH:26]=[CH:25][CH:24]=[CH:23][C:19]=1[C:20](Cl)=[O:21]. Product: [F:16][C:17]([F:28])([F:27])[C:18]1[CH:26]=[CH:25][CH:24]=[CH:23][C:19]=1[C:20]([NH2:4])=[O:21]. The catalyst class is: 7. (2) Product: [NH2:12][C:8]([C:4]1[CH:5]=[CH:6][CH:7]=[C:2]([Br:1])[CH:3]=1)([C:15]1[CH:20]=[CH:19][CH:18]=[C:17]([CH3:21])[CH:16]=1)[C:9]([OH:22])=[O:14]. Reactant: [Br:1][C:2]1[CH:3]=[C:4]([C:8]2([C:15]3[CH:20]=[CH:19][CH:18]=[C:17]([CH3:21])[CH:16]=3)[NH:12]C(=O)N[C:9]2=[O:14])[CH:5]=[CH:6][CH:7]=1.[OH:22]S(O)(=O)=O. The catalyst class is: 6. (3) Reactant: [Cl:1][C:2]1[CH:24]=[CH:23][C:5]2[N:6]=[C:7]([NH:9][C:10]3[N:14]([CH3:15])[C:13]4[CH:16]=[CH:17][C:18]([C:20]([OH:22])=O)=[CH:19][C:12]=4[N:11]=3)[S:8][C:4]=2[CH:3]=1.[F:25][CH2:26][CH2:27][CH2:28][O:29][CH2:30][CH2:31][NH2:32].CN(C(ON1N=NC2C=CC=CC1=2)=[N+](C)C)C.F[P-](F)(F)(F)(F)F.CCN(C(C)C)C(C)C. Product: [F:25][CH2:26][CH2:27][CH2:28][O:29][CH2:30][CH2:31][NH:32][C:20]([C:18]1[CH:17]=[CH:16][C:13]2[N:14]([CH3:15])[C:10]([NH:9][C:7]3[S:8][C:4]4[CH:3]=[C:2]([Cl:1])[CH:24]=[CH:23][C:5]=4[N:6]=3)=[N:11][C:12]=2[CH:19]=1)=[O:22]. The catalyst class is: 3.